Dataset: Peptide-MHC class II binding affinity with 134,281 pairs from IEDB. Task: Regression. Given a peptide amino acid sequence and an MHC pseudo amino acid sequence, predict their binding affinity value. This is MHC class II binding data. (1) The peptide sequence is EYKSDYVYEPFPKEV. The MHC is HLA-DPA10301-DPB10402 with pseudo-sequence HLA-DPA10301-DPB10402. The binding affinity (normalized) is 0.430. (2) The peptide sequence is AFKVAATAANAIPAN. The MHC is DRB1_1001 with pseudo-sequence DRB1_1001. The binding affinity (normalized) is 0.929.